The task is: Predict the reactants needed to synthesize the given product.. This data is from Full USPTO retrosynthesis dataset with 1.9M reactions from patents (1976-2016). (1) Given the product [Br:1][C:2]1[CH:8]=[CH:7][C:5]([N:6]=[CH:9][C:10]2[CH:15]=[CH:14][N:13]=[CH:12][CH:11]=2)=[CH:4][CH:3]=1, predict the reactants needed to synthesize it. The reactants are: [Br:1][C:2]1[CH:8]=[CH:7][C:5]([NH2:6])=[CH:4][CH:3]=1.[CH:9](=O)[C:10]1[CH:15]=[CH:14][N:13]=[CH:12][CH:11]=1. (2) Given the product [Cl:3][C:4]1[CH:5]=[C:6]([N:10]2[C:25](=[O:26])[C:14]3[CH:15]=[N:16][C:17]4[C:18]([O:23][CH3:24])=[CH:19][CH:20]=[CH:21][C:22]=4[C:13]=3[N:12]([CH:27]3[CH2:32][CH2:31][N:30]([S:40]([CH:37]4[CH2:38][CH2:39][S:35](=[O:44])(=[O:34])[CH2:36]4)(=[O:42])=[O:41])[CH2:29][CH2:28]3)[C:11]2=[O:33])[CH:7]=[CH:8][CH:9]=1, predict the reactants needed to synthesize it. The reactants are: Cl.Cl.[Cl:3][C:4]1[CH:5]=[C:6]([N:10]2[C:25](=[O:26])[C:14]3[CH:15]=[N:16][C:17]4[C:18]([O:23][CH3:24])=[CH:19][CH:20]=[CH:21][C:22]=4[C:13]=3[N:12]([CH:27]3[CH2:32][CH2:31][NH:30][CH2:29][CH2:28]3)[C:11]2=[O:33])[CH:7]=[CH:8][CH:9]=1.[O:34]=[S:35]1(=[O:44])[CH2:39][CH2:38][CH:37]([S:40](Cl)(=[O:42])=[O:41])[CH2:36]1. (3) Given the product [Cl:34][C:19]1[C:20]([NH:22][C:23]2[CH:33]=[CH:32][CH:31]=[CH:30][C:24]=2[C:25]([NH:27][CH2:28][CH3:29])=[O:26])=[N:21][C:16]([NH:13][C:9]2[C:4]3[O:5][CH2:6][CH2:7][CH2:8][C:2]([CH3:14])([CH3:1])[C:3]=3[CH:12]=[CH:11][CH:10]=2)=[N:17][CH:18]=1, predict the reactants needed to synthesize it. The reactants are: [CH3:1][C:2]1([CH3:14])[CH2:8][CH2:7][CH2:6][O:5][C:4]2[C:9]([NH2:13])=[CH:10][CH:11]=[CH:12][C:3]1=2.Cl[C:16]1[N:21]=[C:20]([NH:22][C:23]2[CH:33]=[CH:32][CH:31]=[CH:30][C:24]=2[C:25]([NH:27][CH2:28][CH3:29])=[O:26])[C:19]([Cl:34])=[CH:18][N:17]=1. (4) Given the product [CH2:41]([O:19][C:18](=[O:20])[CH2:17][CH2:16][C:15]([N:12]1[CH2:13][CH2:14][N:9]([C:8]2[C:3]([C:1]#[N:2])=[C:4]3[CH2:31][C:30]([CH3:33])([CH3:32])[O:29][CH2:28][C:5]3=[C:6]([CH:25]3[CH2:27][CH2:26]3)[N:7]=2)[CH2:10][C@H:11]1[CH:22]([CH3:24])[CH3:23])=[O:21])[CH3:42], predict the reactants needed to synthesize it. The reactants are: [C:1]([C:3]1[C:8]([N:9]2[CH2:14][CH2:13][N:12]([C:15](=[O:21])[CH2:16][CH2:17][C:18]([OH:20])=[O:19])[C@H:11]([CH:22]([CH3:24])[CH3:23])[CH2:10]2)=[N:7][C:6]([CH:25]2[CH2:27][CH2:26]2)=[C:5]2[CH2:28][O:29][C:30]([CH3:33])([CH3:32])[CH2:31][C:4]=12)#[N:2].C([O-])([O-])=O.[Cs+].[Cs+].Br[CH2:41][CH3:42].